The task is: Predict which catalyst facilitates the given reaction.. This data is from Catalyst prediction with 721,799 reactions and 888 catalyst types from USPTO. (1) Product: [NH2:1][C:2]1[N:7]=[C:6]([N:8]2[C@H:13]([CH3:14])[CH2:12][CH2:11][C@H:10]([C:15]([NH:17][CH2:18][C:19]3[CH:24]=[CH:23][CH:22]=[C:21]([O:25][CH3:26])[CH:20]=3)=[O:16])[CH2:9]2)[CH:5]=[C:4]([C:27]2[CH:28]=[C:29]3[C:30]([C:33]([NH2:34])=[N:48][NH:49]3)=[CH:31][CH:32]=2)[N:3]=1. The catalyst class is: 5. Reactant: [NH2:1][C:2]1[N:7]=[C:6]([N:8]2[C@H:13]([CH3:14])[CH2:12][CH2:11][C@H:10]([C:15]([NH:17][CH2:18][C:19]3[CH:24]=[CH:23][CH:22]=[C:21]([O:25][CH3:26])[CH:20]=3)=[O:16])[CH2:9]2)[CH:5]=[C:4]([C:27]2[CH:32]=[CH:31][C:30]([C:33]#[N:34])=[C:29](F)[CH:28]=2)[N:3]=1.CCO.CCN(C(C)C)C(C)C.[NH2:48][NH2:49]. (2) Reactant: [C:1]([O:5][C:6]([C:8]1[S:12][C:11]2[CH2:13][CH2:14][CH2:15][C:16](=[O:17])[C:10]=2[CH:9]=1)=[O:7])([CH3:4])([CH3:3])[CH3:2].CC(O[CH:23](N(C)C)[N:24]([CH3:26])[CH3:25])(C)C. Product: [C:1]([O:5][C:6]([C:8]1[S:12][C:11]2[CH2:13][CH2:14][C:15](=[CH:23][N:24]([CH3:26])[CH3:25])[C:16](=[O:17])[C:10]=2[CH:9]=1)=[O:7])([CH3:4])([CH3:2])[CH3:3]. The catalyst class is: 11. (3) Reactant: Cl[C:2]1[C:11]2[C:6](=[C:7]([CH3:14])[CH:8]=[C:9]([S:12][CH3:13])[CH:10]=2)[N:5]=[N:4][C:3]=1[C:15]([NH2:17])=[O:16].[F:18][C:19]1[N:24]=[CH:23][C:22]([NH2:25])=[CH:21][C:20]=1[CH3:26]. Product: [F:18][C:19]1[N:24]=[CH:23][C:22]([NH:25][C:2]2[C:11]3[C:6](=[C:7]([CH3:14])[CH:8]=[C:9]([S:12][CH3:13])[CH:10]=3)[N:5]=[N:4][C:3]=2[C:15]([NH2:17])=[O:16])=[CH:21][C:20]=1[CH3:26]. The catalyst class is: 10. (4) Reactant: [N:1]1[CH:6]=[CH:5][C:4]([C:7]2[N:8]=[C:9]([CH2:12][CH2:13][N:14]3[CH2:19][CH2:18][O:17][CH2:16][CH2:15]3)[S:10][CH:11]=2)=[CH:3][CH:2]=1.[Br:20]Br. Product: [Br:20][C:11]1[S:10][C:9]([CH2:12][CH2:13][N:14]2[CH2:19][CH2:18][O:17][CH2:16][CH2:15]2)=[N:8][C:7]=1[C:4]1[CH:5]=[CH:6][N:1]=[CH:2][CH:3]=1. The catalyst class is: 503.